This data is from Catalyst prediction with 721,799 reactions and 888 catalyst types from USPTO. The task is: Predict which catalyst facilitates the given reaction. Reactant: [CH:1]1[CH:2]=[CH:3][C:4]2[C:15](=[O:16])[C:14]3[C:9](=[C:10](O)[CH:11]=[CH:12][C:13]=3[OH:17])[C:7](=[O:8])[C:5]=2[CH:6]=1.[BH4-].[Na+].[CH3:21][CH:22]([CH3:26])[CH2:23][CH2:24][NH2:25].N1CCCCC1.COCC(O)C. Product: [CH3:21][CH:22]([CH3:26])[CH2:23][CH2:24][NH:25][C:10]1[C:9]2[C:7](=[O:8])[C:5]3[C:4](=[CH:3][CH:2]=[CH:1][CH:6]=3)[C:15](=[O:16])[C:14]=2[C:13]([OH:17])=[CH:12][CH:11]=1. The catalyst class is: 11.